Dataset: Forward reaction prediction with 1.9M reactions from USPTO patents (1976-2016). Task: Predict the product of the given reaction. (1) Given the reactants Cl.Cl.[CH2:3]([N:10]1[CH2:14][CH2:13][C@@H:12]([NH:15][C:16]2[N:21]=[CH:20][C:19](/[CH:22]=[CH:23]/[C:24]([NH:26][OH:27])=[O:25])=[CH:18][CH:17]=2)[CH2:11]1)[C:4]1[CH:9]=[CH:8][CH:7]=[CH:6][CH:5]=1, predict the reaction product. The product is: [CH2:3]([N:10]1[CH2:14][CH2:13][C@@H:12]([NH:15][C:16]2[N:21]=[CH:20][C:19](/[CH:22]=[CH:23]/[C:24]([NH:26][OH:27])=[O:25])=[CH:18][CH:17]=2)[CH2:11]1)[C:4]1[CH:5]=[CH:6][CH:7]=[CH:8][CH:9]=1. (2) The product is: [Cl:1][C:2]1[CH:3]=[C:4]2[C:10]([C:31]3[N:36]=[C:35]4[N:37]([CH2:40][C:41]([NH:43][CH2:44][C:45]([F:47])([F:48])[F:46])=[O:42])[CH:38]=[CH:39][C:34]4=[N:33][CH:32]=3)=[CH:9][N:8]([S:20]([C:23]3[CH:24]=[CH:25][C:26]([CH3:29])=[CH:27][CH:28]=3)(=[O:21])=[O:22])[C:5]2=[N:6][CH:7]=1. Given the reactants [Cl:1][C:2]1[CH:3]=[C:4]2[C:10](B3OC(C)(C)C(C)(C)O3)=[CH:9][N:8]([S:20]([C:23]3[CH:28]=[CH:27][C:26]([CH3:29])=[CH:25][CH:24]=3)(=[O:22])=[O:21])[C:5]2=[N:6][CH:7]=1.Cl[C:31]1[N:36]=[C:35]2[N:37]([CH2:40][C:41]([NH:43][CH2:44][C:45]([F:48])([F:47])[F:46])=[O:42])[CH:38]=[CH:39][C:34]2=[N:33][CH:32]=1.C(=O)(O)[O-].[Na+].C(OCC)(=O)C, predict the reaction product. (3) Given the reactants C(=O)([O-])[O-].[K+].[K+].[NH2:7][C:8]1[C:17]2[C:12](=[CH:13][CH:14]=[C:15]([O:18][CH3:19])[N:16]=2)[N:11]=[CH:10][C:9]=1[OH:20].[CH2:21]([O:28][C:29](=[O:41])[NH:30][C@H:31]1[CH2:36][CH2:35][C@H:34]([C:37](=[O:40])[CH2:38]Br)[CH2:33][CH2:32]1)[C:22]1[CH:27]=[CH:26][CH:25]=[CH:24][CH:23]=1, predict the reaction product. The product is: [CH2:21]([O:28][C:29](=[O:41])[NH:30][C@H:31]1[CH2:36][CH2:35][C@H:34]([C:37]2([OH:40])[NH:7][C:8]3[C:17]4[C:12](=[CH:13][CH:14]=[C:15]([O:18][CH3:19])[N:16]=4)[N:11]=[CH:10][C:9]=3[O:20][CH2:38]2)[CH2:33][CH2:32]1)[C:22]1[CH:23]=[CH:24][CH:25]=[CH:26][CH:27]=1. (4) Given the reactants [C:1]([C:5]1[N:9]([CH2:10][CH:11]2[CH2:16][CH2:15][O:14][CH2:13][CH2:12]2)[C:8]2[CH:17]=[CH:18][C:19]([S:21](Cl)(=[O:23])=[O:22])=[CH:20][C:7]=2[N:6]=1)([CH3:4])([CH3:3])[CH3:2].[CH3:25][NH:26][C:27]1[CH:32]=[CH:31][CH:30]=[CH:29][CH:28]=1, predict the reaction product. The product is: [C:1]([C:5]1[N:9]([CH2:10][CH:11]2[CH2:16][CH2:15][O:14][CH2:13][CH2:12]2)[C:8]2[CH:17]=[CH:18][C:19]([S:21]([N:26]([CH3:25])[C:27]3[CH:32]=[CH:31][CH:30]=[CH:29][CH:28]=3)(=[O:23])=[O:22])=[CH:20][C:7]=2[N:6]=1)([CH3:4])([CH3:3])[CH3:2]. (5) Given the reactants C[O:2][C:3](=[O:16])[C:4]1[CH:9]=[CH:8][C:7]([C:10]2[O:14][CH:13]=[N:12][C:11]=2[CH3:15])=[CH:6][CH:5]=1.[OH-].[Na+], predict the reaction product. The product is: [CH3:15][C:11]1[N:12]=[CH:13][O:14][C:10]=1[C:7]1[CH:8]=[CH:9][C:4]([C:3]([OH:16])=[O:2])=[CH:5][CH:6]=1. (6) Given the reactants [S:1]1[C:9]2[C:4](=[N:5][CH:6]=[C:7]([CH2:10][S:11]([CH2:14][C@@H:15]([N:22]([C:31](OC(C)(C)C)=[O:32])[O:23]C(OC(C)(C)C)=O)[C:16]3[CH:21]=[CH:20][CH:19]=[CH:18][CH:17]=3)(=[O:13])=[O:12])[CH:8]=2)[CH:3]=[CH:2]1.FC(F)(F)C(O)=O, predict the reaction product. The product is: [C:16]1([C@H:15]([N:22]([OH:23])[CH:31]=[O:32])[CH2:14][S:11]([CH2:10][C:7]2[CH:8]=[C:9]3[S:1][CH:2]=[CH:3][C:4]3=[N:5][CH:6]=2)(=[O:13])=[O:12])[CH:21]=[CH:20][CH:19]=[CH:18][CH:17]=1.